Dataset: Peptide-MHC class I binding affinity with 185,985 pairs from IEDB/IMGT. Task: Regression. Given a peptide amino acid sequence and an MHC pseudo amino acid sequence, predict their binding affinity value. This is MHC class I binding data. The peptide sequence is HRYLIRQSM. The MHC is HLA-B35:01 with pseudo-sequence HLA-B35:01. The binding affinity (normalized) is 0.0847.